This data is from Peptide-MHC class II binding affinity with 134,281 pairs from IEDB. The task is: Regression. Given a peptide amino acid sequence and an MHC pseudo amino acid sequence, predict their binding affinity value. This is MHC class II binding data. The binding affinity (normalized) is 0.723. The MHC is DRB1_1501 with pseudo-sequence DRB1_1501. The peptide sequence is ENPVVHWFKNIVTPR.